From a dataset of Forward reaction prediction with 1.9M reactions from USPTO patents (1976-2016). Predict the product of the given reaction. (1) Given the reactants [O:1]=[C:2]1[C:10]2[S:9][C:8]([NH:11][C:12](=[O:14])[CH3:13])=[N:7][C:6]=2[CH2:5][CH2:4][CH2:3]1.[Li+].C[Si]([N-][Si](C)(C)C)(C)C.[CH:25]1([C:30](N2C=CN=C2)=[O:31])[CH2:29][CH2:28]CC1, predict the reaction product. The product is: [CH:25]1([C:30]([CH:3]2[CH2:4][CH2:5][C:6]3[N:7]=[C:8]([NH:11][C:12](=[O:14])[CH3:13])[S:9][C:10]=3[C:2]2=[O:1])=[O:31])[CH2:29][CH2:28]1. (2) Given the reactants [CH3:1][O:2][C:3]1[C:4]([NH:14][C:15](=[O:19])OCC)=[N:5][C:6]2[C:11]([N:12]=1)=[CH:10][C:9]([CH3:13])=[CH:8][CH:7]=2.[F:20][C:21]1[CH:26]=[CH:25][CH:24]=[CH:23][C:22]=1[N:27]1[CH2:32][CH2:31][NH:30][CH2:29][CH2:28]1, predict the reaction product. The product is: [CH3:1][O:2][C:3]1[C:4]([NH:14][C:15]([N:30]2[CH2:29][CH2:28][N:27]([C:22]3[CH:23]=[CH:24][CH:25]=[CH:26][C:21]=3[F:20])[CH2:32][CH2:31]2)=[O:19])=[N:5][C:6]2[C:11]([N:12]=1)=[CH:10][C:9]([CH3:13])=[CH:8][CH:7]=2. (3) Given the reactants [C:1]([C:3]1[CH:4]=[CH:5][C:6]2[O:11][CH2:10][C:9](=[O:12])[N:8]([CH2:13][CH2:14][N:15]3[CH2:20][CH:19]4[CH:17]([CH:18]4[NH:21]C(=O)OC(C)(C)C)[CH2:16]3)[C:7]=2[CH:29]=1)#[N:2].NC1CCN(CCN2C3C(=CC=C(C#N)C=3)C=CC2=O)CC1, predict the reaction product. The product is: [NH2:21][CH:18]1[CH:19]2[CH:17]1[CH2:16][N:15]([CH2:14][CH2:13][N:8]1[C:7]3[CH:29]=[C:3]([C:1]#[N:2])[CH:4]=[CH:5][C:6]=3[O:11][CH2:10][C:9]1=[O:12])[CH2:20]2. (4) The product is: [ClH:47].[ClH:47].[CH:39]1([C@H:13]([NH:12][C:10](=[O:11])[C@H:9]([CH3:45])[NH:7][CH3:6])[C:14]([N:16]2[C@H:21]([C:22]([NH:23][C@H:24]3[C:32]4[C:27](=[CH:28][CH:29]=[CH:30][CH:31]=4)[CH2:26][C@@H:25]3[OH:33])=[O:34])[CH2:20][N:19]3[C@@H:35]4[CH2:38][C@@H:36]4[CH2:37][C@@H:18]3[CH2:17]2)=[O:15])[CH2:40][CH2:41][CH2:42][CH2:43][CH2:44]1. Given the reactants C(O[C:6](=O)[N:7]([C@@H:9]([CH3:45])[C:10]([NH:12][C@@H:13]([CH:39]1[CH2:44][CH2:43][CH2:42][CH2:41][CH2:40]1)[C:14]([N:16]1[C@H:21]([C:22](=[O:34])[NH:23][C@H:24]2[C:32]3[C:27](=[CH:28][CH:29]=[CH:30][CH:31]=3)[CH2:26][C@@H:25]2[OH:33])[CH2:20][N:19]2[C@@H:35]3[CH2:38][C@@H:36]3[CH2:37][C@@H:18]2[CH2:17]1)=[O:15])=[O:11])C)(C)(C)C.[ClH:47].CO, predict the reaction product. (5) Given the reactants [NH2:1][C:2]1[C:3]([N:15]2[CH2:20][CH2:19][N:18]([C:21]([O:23][C:24]([CH3:27])([CH3:26])[CH3:25])=[O:22])[CH2:17][CH2:16]2)=[N:4][C:5]2[C:10]([C:11]=1[CH2:12][OH:13])=[CH:9][C:8]([Cl:14])=[CH:7][CH:6]=2.[O-][Mn](=O)(=O)=O.[K+], predict the reaction product. The product is: [NH2:1][C:2]1[C:3]([N:15]2[CH2:16][CH2:17][N:18]([C:21]([O:23][C:24]([CH3:27])([CH3:26])[CH3:25])=[O:22])[CH2:19][CH2:20]2)=[N:4][C:5]2[C:10]([C:11]=1[CH:12]=[O:13])=[CH:9][C:8]([Cl:14])=[CH:7][CH:6]=2. (6) Given the reactants [F:1][CH:2]([F:12])[C:3]1[S:7][CH:6]=[C:5]([C:8](OC)=[O:9])[CH:4]=1.CO.[BH4-].[Na+], predict the reaction product. The product is: [F:1][CH:2]([F:12])[C:3]1[S:7][CH:6]=[C:5]([CH2:8][OH:9])[CH:4]=1. (7) Given the reactants [CH3:1][C:2]1[CH:7]=[CH:6][CH:5]=[C:4]([N+:8]([O-:10])=[O:9])[C:3]=1[NH2:11].[H-].[Na+].Cl[C:15]1[N:24]=[CH:23][C:22]2[N:21]=[C:20]([C:25]3[C:30]([Cl:31])=[C:29]([O:32][CH3:33])[CH:28]=[C:27]([O:34][CH3:35])[C:26]=3[Cl:36])[C:19](=[O:37])[N:18]([CH3:38])[C:17]=2[N:16]=1, predict the reaction product. The product is: [Cl:31][C:30]1[C:29]([O:32][CH3:33])=[CH:28][C:27]([O:34][CH3:35])=[C:26]([Cl:36])[C:25]=1[C:20]1[C:19](=[O:37])[N:18]([CH3:38])[C:17]2[N:16]=[C:15]([NH:11][C:3]3[C:4]([N+:8]([O-:10])=[O:9])=[CH:5][CH:6]=[CH:7][C:2]=3[CH3:1])[N:24]=[CH:23][C:22]=2[N:21]=1.